From a dataset of Forward reaction prediction with 1.9M reactions from USPTO patents (1976-2016). Predict the product of the given reaction. (1) Given the reactants [S:1](=[O:5])(=[O:4])([OH:3])O.[CH:6]1[C:15]2[C:16]3[C:25]([C:13]4[C:14]=2[C:9]([CH:10]=[CH:11][CH:12]=4)=[CH:8][CH:7]=1)=[N:24][C:23]1[C:18](=[CH:19][CH:20]=[CH:21][CH:22]=1)[N:17]=3, predict the reaction product. The product is: [CH:6]1[C:15]2[C:16]3[C:25]([C:13]4[C:14]=2[C:9]([CH:10]=[C:11]([S:1]([OH:3])(=[O:5])=[O:4])[CH:12]=4)=[CH:8][C:7]=1[S:1]([OH:5])(=[O:4])=[O:3])=[N:24][C:23]1[C:18](=[CH:19][CH:20]=[CH:21][CH:22]=1)[N:17]=3. (2) Given the reactants [OH:1][C:2]1[C:11]2[C:10]([CH3:13])([CH3:12])[CH2:9][CH2:8][C:7]([CH3:15])([CH3:14])[C:6]=2[CH:5]=[C:4]([Se:16][C:17]#[C:18][C:19]2[CH:28]=[CH:27][C:22]([C:23]([O:25][CH3:26])=[O:24])=[CH:21][CH:20]=2)[CH:3]=1.C(=O)([O-])[O-].[K+].[K+].[F:35][C:36]([F:46])([F:45])[C:37]1[CH:44]=[CH:43][C:40]([CH2:41]Br)=[CH:39][CH:38]=1, predict the reaction product. The product is: [CH3:13][C:10]1([CH3:12])[CH2:9][CH2:8][C:7]([CH3:14])([CH3:15])[C:6]2[CH:5]=[C:4]([Se:16][C:17]#[C:18][C:19]3[CH:28]=[CH:27][C:22]([C:23]([O:25][CH3:26])=[O:24])=[CH:21][CH:20]=3)[CH:3]=[C:2]([O:1][CH2:41][C:40]3[CH:39]=[CH:38][C:37]([C:36]([F:35])([F:45])[F:46])=[CH:44][CH:43]=3)[C:11]1=2. (3) Given the reactants [CH2:1]([C:3]1([C:13]2[C:21]3[C:16](=[C:17]([NH2:22])[CH:18]=[CH:19][CH:20]=3)[NH:15][CH:14]=2)[C:11]2[C:6](=[CH:7][C:8]([F:12])=[CH:9][CH:10]=2)[CH2:5][CH2:4]1)[CH3:2].Cl[C:24]([O:26][CH3:27])=[O:25], predict the reaction product. The product is: [CH3:27][O:26][C:24](=[O:25])[NH:22][C:17]1[CH:18]=[CH:19][CH:20]=[C:21]2[C:16]=1[NH:15][CH:14]=[C:13]2[C:3]1([CH2:1][CH3:2])[C:11]2[C:6](=[CH:7][C:8]([F:12])=[CH:9][CH:10]=2)[CH2:5][CH2:4]1. (4) The product is: [CH2:36]([CH:30]([CH2:31][SH:32])[C:29]([NH:28][CH:6]([CH2:7][C:8]1[CH:13]=[CH:12][C:11]([O:14][CH2:15][CH2:16][NH:17][CH2:18][C:19]([N:21]2[CH2:25][CH2:24][CH2:23][CH:22]2[C:26]#[N:27])=[O:20])=[CH:10][CH:9]=1)[C:5]([OH:44])=[O:4])=[O:43])[C:37]1[CH:38]=[CH:39][CH:40]=[CH:41][CH:42]=1. Given the reactants [OH-].[Li+].C[O:4][C:5](=[O:44])[CH:6]([NH:28][C:29](=[O:43])[CH:30]([CH2:36][C:37]1[CH:42]=[CH:41][CH:40]=[CH:39][CH:38]=1)[CH2:31][S:32]C(=O)C)[CH2:7][C:8]1[CH:13]=[CH:12][C:11]([O:14][CH2:15][CH2:16][NH:17][CH2:18][C:19]([N:21]2[CH2:25][CH2:24][CH2:23][CH:22]2[C:26]#[N:27])=[O:20])=[CH:10][CH:9]=1, predict the reaction product. (5) Given the reactants C(N(CC)CC)C.[OH:8][C@H:9]([CH2:26][NH:27][CH2:28][CH:29]([CH3:31])[CH3:30])[C@@H:10]([NH:18][C:19](=[O:25])[O:20][C:21]([CH3:24])([CH3:23])[CH3:22])[CH2:11][C:12]1[CH:17]=[CH:16][CH:15]=[CH:14][CH:13]=1.[N+:32]([C:35]1[CH:40]=[CH:39][C:38]([S:41](Cl)(=[O:43])=[O:42])=[CH:37][CH:36]=1)([O-:34])=[O:33], predict the reaction product. The product is: [OH:8][C@H:9]([CH2:26][N:27]([CH2:28][CH:29]([CH3:31])[CH3:30])[S:41]([C:38]1[CH:37]=[CH:36][C:35]([N+:32]([O-:34])=[O:33])=[CH:40][CH:39]=1)(=[O:42])=[O:43])[C@@H:10]([NH:18][C:19](=[O:25])[O:20][C:21]([CH3:24])([CH3:23])[CH3:22])[CH2:11][C:12]1[CH:17]=[CH:16][CH:15]=[CH:14][CH:13]=1. (6) Given the reactants [O:1]1[CH2:5][CH2:4][NH:3][C:2]1=[O:6].[H-].[Na+].CS(O[CH2:14][C:15]1[CH:16]=[N:17][C:18]([Br:21])=[CH:19][CH:20]=1)(=O)=O, predict the reaction product. The product is: [Br:21][C:18]1[N:17]=[CH:16][C:15]([CH2:14][N:3]2[CH2:4][CH2:5][O:1][C:2]2=[O:6])=[CH:20][CH:19]=1. (7) Given the reactants Cl[C:2]1[CH:9]=[CH:8][C:7]([N+:10]([O-:12])=[O:11])=[CH:6][C:3]=1[CH:4]=[O:5].[CH3:13][O:14][C:15]1[CH:16]=[C:17]([OH:23])[CH:18]=[C:19]([O:21][CH3:22])[CH:20]=1.C(=O)([O-])[O-].[K+].[K+], predict the reaction product. The product is: [CH3:22][O:21][C:19]1[CH:18]=[C:17]([CH:16]=[C:15]([O:14][CH3:13])[CH:20]=1)[O:23][C:2]1[CH:9]=[CH:8][C:7]([N+:10]([O-:12])=[O:11])=[CH:6][C:3]=1[CH:4]=[O:5]. (8) The product is: [C:15]([C:11]1[CH:12]=[C:13]([CH3:14])[C:8]([C:6]([OH:7])=[O:5])=[N:9][CH:10]=1)#[N:16]. Given the reactants C([O:5][C:6]([C:8]1[C:13]([CH3:14])=[CH:12][C:11]([C:15]#[N:16])=[CH:10][N:9]=1)=[O:7])(C)(C)C.COC1C=CC=C(OC)C=1.C(O)(C(F)(F)F)=O, predict the reaction product. (9) Given the reactants C([O:3][C:4](=[O:34])[CH2:5][N:6]1[C:14]2[C:9](=[CH:10][C:11]([O:15][CH2:16][C:17]3[C:18]([CH3:33])=[N:19][C:20]([C:23]4[CH:28]=[CH:27][C:26]([C:29]([F:32])([F:31])[F:30])=[CH:25][CH:24]=4)=[N:21][CH:22]=3)=[CH:12][CH:13]=2)[CH:8]=[CH:7]1)C.[OH-].[Li+], predict the reaction product. The product is: [CH3:33][C:18]1[C:17]([CH2:16][O:15][C:11]2[CH:10]=[C:9]3[C:14](=[CH:13][CH:12]=2)[N:6]([CH2:5][C:4]([OH:34])=[O:3])[CH:7]=[CH:8]3)=[CH:22][N:21]=[C:20]([C:23]2[CH:28]=[CH:27][C:26]([C:29]([F:32])([F:30])[F:31])=[CH:25][CH:24]=2)[N:19]=1.